This data is from Forward reaction prediction with 1.9M reactions from USPTO patents (1976-2016). The task is: Predict the product of the given reaction. The product is: [CH3:19][O:18][C@@H:5]([CH2:6][C:7]1[CH:8]=[CH:9][C:10]([O:13][CH2:14][CH2:15][CH2:16][O:21][C:22]2[CH:27]=[CH:26][C:25]([NH:28][C:29](=[O:37])[CH2:30][C:31]3[CH:32]=[CH:33][CH:34]=[CH:35][CH:36]=3)=[CH:24][CH:23]=2)=[CH:11][CH:12]=1)[C:4]([OH:3])=[O:20]. Given the reactants C([O:3][C:4](=[O:20])[C@@H:5]([O:18][CH3:19])[CH2:6][C:7]1[CH:12]=[CH:11][C:10]([O:13][CH2:14][CH2:15][CH2:16]Br)=[CH:9][CH:8]=1)C.[OH:21][C:22]1[CH:27]=[CH:26][C:25]([NH:28][C:29](=[O:37])[CH2:30][C:31]2[CH:36]=[CH:35][CH:34]=[CH:33][CH:32]=2)=[CH:24][CH:23]=1.[OH-].[Na+], predict the reaction product.